From a dataset of Full USPTO retrosynthesis dataset with 1.9M reactions from patents (1976-2016). Predict the reactants needed to synthesize the given product. The reactants are: [Cl:1][C:2]1[CH:7]=[C:6]2[NH:8][C:9](=[O:29])[C:10]3([CH:15]([C:16]4[CH:21]=[CH:20][CH:19]=[C:18]([Cl:22])[CH:17]=4)[CH2:14][C:13](=[O:23])[NH:12][CH:11]3[C:24]([CH2:27][CH3:28])=[CH:25][CH3:26])[C:5]2=[CH:4][CH:3]=1. Given the product [Cl:1][C:2]1[CH:7]=[C:6]2[NH:8][C:9](=[O:29])[C:10]3([CH:15]([C:16]4[CH:21]=[CH:20][CH:19]=[C:18]([Cl:22])[CH:17]=4)[CH2:14][C:13](=[O:23])[NH:12][CH:11]3[CH:24]([CH2:27][CH3:28])[CH2:25][CH3:26])[C:5]2=[CH:4][CH:3]=1, predict the reactants needed to synthesize it.